From a dataset of Forward reaction prediction with 1.9M reactions from USPTO patents (1976-2016). Predict the product of the given reaction. (1) The product is: [NH2:35][C:36]1[CH:37]=[CH:38][C:39]([C@H:42]2[CH2:46][CH2:45][CH:44]([CH2:47][C:48]([O:50][CH2:51][CH3:52])=[O:49])[CH2:43]2)=[CH:40][CH:41]=1. Given the reactants NC1C=CC(C2CCC(C(OC)=O)C2)=CC=1.[N+](C1C=CC(C2CCC(C(OC)=O)C2)=CC=1)([O-])=O.[NH2:35][C:36]1[CH:41]=[CH:40][C:39]([C@H:42]2[CH2:46][CH2:45][C:44](=[CH:47][C:48]([O:50][CH2:51][CH3:52])=[O:49])[CH2:43]2)=[CH:38][CH:37]=1, predict the reaction product. (2) Given the reactants [CH3:1][O:2][C:3]1[CH:8]=[CH:7][C:6]([C:9](=O)[CH2:10][NH:11][C:12]2[CH:17]=[CH:16][C:15]([O:18][CH3:19])=[CH:14][CH:13]=2)=[CH:5][CH:4]=1.[S-:21][C:22]#[N:23].[K+].Cl.O, predict the reaction product. The product is: [CH3:19][O:18][C:15]1[CH:16]=[CH:17][C:12]([N:11]2[CH:10]=[C:9]([C:6]3[CH:7]=[CH:8][C:3]([O:2][CH3:1])=[CH:4][CH:5]=3)[NH:23][C:22]2=[S:21])=[CH:13][CH:14]=1. (3) Given the reactants [CH:1]([C:3]1[CH:8]=[CH:7][C:6]([C:9]2[N:14]=[CH:13][N:12]=[C:11]([NH:15][C@H:16]([C:24]([O:26][CH3:27])=[O:25])[CH2:17][C:18]3[CH:23]=[CH:22][CH:21]=[CH:20][CH:19]=3)[CH:10]=2)=[CH:5][CH:4]=1)=O.Cl.[C:29]1([O:35][NH2:36])[CH:34]=[CH:33][CH:32]=[CH:31][CH:30]=1.C([O-])(=O)C.[Na+], predict the reaction product. The product is: [O:35](/[N:36]=[CH:1]/[C:3]1[CH:4]=[CH:5][C:6]([C:9]2[N:14]=[CH:13][N:12]=[C:11]([NH:15][C@H:16]([C:24]([O:26][CH3:27])=[O:25])[CH2:17][C:18]3[CH:19]=[CH:20][CH:21]=[CH:22][CH:23]=3)[CH:10]=2)=[CH:7][CH:8]=1)[C:29]1[CH:34]=[CH:33][CH:32]=[CH:31][CH:30]=1.